Predict which catalyst facilitates the given reaction. From a dataset of Catalyst prediction with 721,799 reactions and 888 catalyst types from USPTO. (1) The catalyst class is: 7. Reactant: Cl[C:2]1[N:7]=[C:6]([S:8][CH2:9][C:10]2[CH:11]=[C:12]([C:16]([NH:18][CH3:19])=[O:17])[CH:13]=[CH:14][CH:15]=2)[C:5]([C:20]#[N:21])=[C:4]([C:22]2[CH:27]=[CH:26][C:25]([O:28][CH2:29][CH2:30][OH:31])=[CH:24][CH:23]=2)[C:3]=1[C:32]#[N:33].[NH:34]1[CH2:38][CH2:37][C@@H:36]([OH:39])[CH2:35]1.O. Product: [C:20]([C:5]1[C:6]([S:8][CH2:9][C:10]2[CH:11]=[C:12]([C:16]([NH:18][CH3:19])=[O:17])[CH:13]=[CH:14][CH:15]=2)=[N:7][C:2]([N:34]2[CH2:38][CH2:37][C@@H:36]([OH:39])[CH2:35]2)=[C:3]([C:32]#[N:33])[C:4]=1[C:22]1[CH:27]=[CH:26][C:25]([O:28][CH2:29][CH2:30][OH:31])=[CH:24][CH:23]=1)#[N:21]. (2) Reactant: [Br:1][C:2]1[CH:19]=[CH:18][CH:17]=[CH:16][C:3]=1[CH2:4][N:5]1[CH:10]=[CH:9][CH:8]=[C:7]([C:11]([O:13]C)=[O:12])[C:6]1=[O:15].[OH-].[Na+]. Product: [Br:1][C:2]1[CH:19]=[CH:18][CH:17]=[CH:16][C:3]=1[CH2:4][N:5]1[CH:10]=[CH:9][CH:8]=[C:7]([C:11]([OH:13])=[O:12])[C:6]1=[O:15]. The catalyst class is: 5. (3) Reactant: [OH:1][C@@H:2]1[C@H:6]([OH:7])[C@@H:5]([CH2:8][OH:9])[N:4]([C:10]([O:12][C:13]([CH3:16])([CH3:15])[CH3:14])=[O:11])[C@H:3]1[C:17]1[C:21]2[N:22]=[CH:23][N:24]=[C:25]([OH:26])[C:20]=2[NH:19][CH:18]=1.Cl.C(N(CC)CC)C.I([O-])(=O)(=O)=O.[Na+].[BH4-].[Na+]. Product: [OH:9][CH2:8][CH:5]([N:4]([C@@H:3]([C:17]1[C:21]2[N:22]=[CH:23][NH:24][C:25](=[O:26])[C:20]=2[NH:19][CH:18]=1)[CH2:2][OH:1])[C:10](=[O:11])[O:12][C:13]([CH3:15])([CH3:16])[CH3:14])[CH2:6][OH:7]. The catalyst class is: 24. (4) Reactant: [S:1]1[C:10]2[C:5](=[CH:6][CH:7]=[CH:8][CH:9]=2)[C:4](=[O:11])[CH2:3][CH2:2]1.[H-].[Al+3].[Li+].[H-].[H-].[H-].O.OS(O)(=O)=O. Product: [S:1]1[C:10]2[CH:9]=[CH:8][CH:7]=[CH:6][C:5]=2[CH:4]([OH:11])[CH2:3][CH2:2]1. The catalyst class is: 28. (5) Reactant: [C:1]([O:5][C:6](=[O:31])[CH2:7][N:8]1[C:16]2[C:11](=[CH:12][CH:13]=[CH:14][CH:15]=2)[C:10]([CH:17]=[N:18][S:19]([CH:22]=[CH:23][C:24]2[CH:29]=[CH:28][CH:27]=[CH:26][CH:25]=2)(=[O:21])=[O:20])=[C:9]1[CH3:30])([CH3:4])([CH3:3])[CH3:2].[CH:32]([Mg]Br)=[CH2:33]. Product: [C:1]([O:5][C:6](=[O:31])[CH2:7][N:8]1[C:16]2[C:11](=[CH:12][CH:13]=[CH:14][CH:15]=2)[C:10]([CH:17]([NH:18][S:19]([CH:22]=[CH:23][C:24]2[CH:29]=[CH:28][CH:27]=[CH:26][CH:25]=2)(=[O:21])=[O:20])[CH:32]=[CH2:33])=[C:9]1[CH3:30])([CH3:4])([CH3:3])[CH3:2]. The catalyst class is: 11.